From a dataset of Full USPTO retrosynthesis dataset with 1.9M reactions from patents (1976-2016). Predict the reactants needed to synthesize the given product. (1) The reactants are: [ClH:1].C(OCC)C.[CH3:7][C:8]1[C:16]([O:17][C@@H:18]2[CH2:23][CH2:22][CH2:21][CH2:20][C@H:19]2[CH2:24][NH2:25])=[CH:15][CH:14]=[C:13]2[C:9]=1[CH:10]=[N:11][NH:12]2. Given the product [ClH:1].[CH3:7][C:8]1[C:16]([O:17][C@@H:18]2[CH2:23][CH2:22][CH2:21][CH2:20][C@H:19]2[CH2:24][NH2:25])=[CH:15][CH:14]=[C:13]2[C:9]=1[CH:10]=[N:11][NH:12]2, predict the reactants needed to synthesize it. (2) Given the product [C:1]([OH:6])(=[O:5])[C:2]([OH:4])=[O:3].[Cl:7][CH2:8][CH2:9][CH2:10][N:11]1[CH2:12][CH:13]([O:15][C:16]([C:29]2[CH:34]=[CH:33][CH:32]=[CH:31][CH:30]=2)([C:23]2[CH:24]=[CH:25][CH:26]=[CH:27][CH:28]=2)[C:17]2[CH:22]=[CH:21][CH:20]=[CH:19][CH:18]=2)[CH2:14]1, predict the reactants needed to synthesize it. The reactants are: [C:1]([OH:6])(=[O:5])[C:2]([OH:4])=[O:3].[Cl:7][CH2:8][CH2:9][CH2:10][N:11]1[CH2:14][CH:13]([O:15][C:16]([C:29]2[CH:34]=[CH:33][CH:32]=[CH:31][CH:30]=2)([C:23]2[CH:28]=[CH:27][CH:26]=[CH:25][CH:24]=2)[C:17]2[CH:22]=[CH:21][CH:20]=[CH:19][CH:18]=2)[CH2:12]1. (3) Given the product [CH2:1]([N:3]1[C:11]2[C:6](=[CH:7][C:8]([C:12]3[NH:13][C:14]4[N:15]([N:19]=[CH:20][C:21]=4[C:22]([NH:40][CH2:37][C:38]#[CH:39])=[O:24])[C:16](=[O:18])[CH:17]=3)=[CH:9][CH:10]=2)[CH:5]=[N:4]1)[CH3:2], predict the reactants needed to synthesize it. The reactants are: [CH2:1]([N:3]1[C:11]2[C:6](=[CH:7][C:8]([C:12]3[NH:13][C:14]4[N:15]([N:19]=[CH:20][C:21]=4[C:22]([OH:24])=O)[C:16](=[O:18])[CH:17]=3)=[CH:9][CH:10]=2)[CH:5]=[N:4]1)[CH3:2].C1N=CN(C(N2C=NC=C2)=O)C=1.[CH2:37]([NH2:40])[C:38]#[CH:39]. (4) Given the product [NH2:1][C:4]1[C:5]([Br:16])=[C:6]([Cl:15])[C:7]2[O:11][C:10]([F:13])([F:12])[O:9][C:8]=2[CH:14]=1, predict the reactants needed to synthesize it. The reactants are: [N+:1]([C:4]1[C:5]([Br:16])=[C:6]([Cl:15])[C:7]2[O:11][C:10]([F:13])([F:12])[O:9][C:8]=2[CH:14]=1)([O-])=O.[Cl-].[NH4+]. (5) Given the product [F:1][C:2]1[CH:10]=[CH:9][C:8]([I:41])=[C:7]2[C:3]=1[CH:4]([OH:21])[N:5]([C:12]([CH3:13])([C:14]1[CH:15]=[CH:16][CH:17]=[CH:18][CH:19]=1)[CH3:20])[C:6]2=[O:11].[CH3:35][C:36]([C:7]12[C:8]([I:41])=[CH:9][CH:10]=[C:2]([F:1])[CH:3]1[C:4](=[O:21])[NH:5][C:6]2=[O:11])([C:26]1[CH:25]=[CH:33][CH:32]=[CH:30][CH:31]=1)[CH3:37], predict the reactants needed to synthesize it. The reactants are: [F:1][C:2]1[CH:10]=[CH:9][CH:8]=[C:7]2[C:3]=1[CH:4]([OH:21])[N:5]([C:12]([CH3:20])([C:14]1[CH:19]=[CH:18][CH:17]=[CH:16][CH:15]=1)[CH3:13])[C:6]2=[O:11].CN([CH2:25][CH2:26]N(C)C)C.[CH:30]([Li])([CH2:32][CH3:33])[CH3:31].[CH3:35][CH2:36][CH2:37]CCC.[I:41]I. (6) Given the product [CH3:22][C:3]1[C:2]([NH:28][C:25]2([CH3:24])[CH2:27][CH2:26]2)=[N:11][C:10]2[C:5](=[CH:6][CH:7]=[CH:8][C:9]=2[C:12]2[NH:20][C:19]3[CH2:18][CH2:17][NH:16][C:15](=[O:21])[C:14]=3[CH:13]=2)[N:4]=1, predict the reactants needed to synthesize it. The reactants are: F[C:2]1[C:3]([CH3:22])=[N:4][C:5]2[C:10]([N:11]=1)=[C:9]([C:12]1[NH:20][C:19]3[CH2:18][CH2:17][NH:16][C:15](=[O:21])[C:14]=3[CH:13]=1)[CH:8]=[CH:7][CH:6]=2.Cl.[CH3:24][C:25]1([NH2:28])[CH2:27][CH2:26]1.CCN(C(C)C)C(C)C. (7) Given the product [C:14]([O:16][CH2:11][C:3]1[CH:4]=[CH:5][CH:6]=[C:7]([N+:8]([O-:10])=[O:9])[C:2]=1[Br:1])(=[O:15])[CH3:13], predict the reactants needed to synthesize it. The reactants are: [Br:1][C:2]1[C:7]([N+:8]([O-:10])=[O:9])=[CH:6][CH:5]=[CH:4][C:3]=1[CH2:11]Br.[CH3:13][C:14]([O-:16])=[O:15].[Na+]. (8) The reactants are: [NH2:1][C:2]1[CH:34]=[CH:33][C:5]([CH2:6][CH:7]([CH2:15][CH2:16][C@H:17]([NH:25][C:26]([O:28][C:29]([CH3:32])([CH3:31])[CH3:30])=[O:27])[C:18]([O:20][C:21]([CH3:24])([CH3:23])[CH3:22])=[O:19])[C:8]([O:10][C:11]([CH3:14])([CH3:13])[CH3:12])=[O:9])=[CH:4][CH:3]=1.[CH2:35]([O:42][CH2:43][CH:44]=O)[C:36]1[CH:41]=[CH:40][CH:39]=[CH:38][CH:37]=1.C(O[BH-](OC(=O)C)OC(=O)C)(=O)C.[Na+].C(=O)([O-])O.[Na+]. Given the product [CH2:35]([O:42][CH2:43][CH2:44][NH:1][C:2]1[CH:3]=[CH:4][C:5]([CH2:6][CH:7]([CH2:15][CH2:16][C@H:17]([NH:25][C:26]([O:28][C:29]([CH3:32])([CH3:31])[CH3:30])=[O:27])[C:18]([O:20][C:21]([CH3:24])([CH3:23])[CH3:22])=[O:19])[C:8]([O:10][C:11]([CH3:12])([CH3:13])[CH3:14])=[O:9])=[CH:33][CH:34]=1)[C:36]1[CH:41]=[CH:40][CH:39]=[CH:38][CH:37]=1, predict the reactants needed to synthesize it. (9) Given the product [C:6]([O:8][CH:9]=[CH2:10])(=[O:7])[CH2:5][CH2:4][CH2:3][CH2:2][C:1]([O:12][CH:13]=[CH2:14])=[O:11], predict the reactants needed to synthesize it. The reactants are: [C:1]([O:12][CH:13]=[CH2:14])(=[O:11])[CH2:2][CH2:3][CH2:4][CH2:5][C:6]([O:8][CH:9]=[CH2:10])=[O:7].C(O)(C)(C)C.C(S([O-])=O)O.[Na+]. (10) Given the product [Cl:1][C:2]1[CH:3]=[C:4]([CH2:20][C:21]([OH:25])=[O:22])[CH:5]=[C:6]([Cl:19])[C:7]=1[O:8][C:9]1[N:10]=[N:11][C:12]([Cl:18])=[C:13]([CH:15]([CH3:17])[CH3:16])[CH:14]=1, predict the reactants needed to synthesize it. The reactants are: [Cl:1][C:2]1[CH:3]=[C:4]([CH2:20][CH2:21][OH:22])[CH:5]=[C:6]([Cl:19])[C:7]=1[O:8][C:9]1[N:10]=[N:11][C:12]([Cl:18])=[C:13]([CH:15]([CH3:17])[CH3:16])[CH:14]=1.CC(C)=[O:25].OS(O)(=O)=O.O=[Cr](=O)=O.